From a dataset of Reaction yield outcomes from USPTO patents with 853,638 reactions. Predict the reaction yield, written as a fraction of the theoretical maximum amount of product (1.0 means a 100% yield; for example, 0.34 means a 34% yield). (1) The reactants are [CH:1]([C:3]1[C:11]2[C:6](=[CH:7][CH:8]=[CH:9][CH:10]=2)[N:5]([C:12]2[CH:17]=[CH:16][CH:15]=[CH:14][CH:13]=2)[C:4]=1[N:18]1[CH2:23][CH2:22][N:21]([CH2:24][CH2:25][O:26][P:27](=[O:34])([O:31][CH2:32][CH3:33])[O:28][CH2:29][CH3:30])[CH2:20][CH2:19]1)=[O:2].[ClH:35]. No catalyst specified. The product is [ClH:35].[CH:1]([C:3]1[C:11]2[C:6](=[CH:7][CH:8]=[CH:9][CH:10]=2)[N:5]([C:12]2[CH:17]=[CH:16][CH:15]=[CH:14][CH:13]=2)[C:4]=1[N:18]1[CH2:23][CH2:22][N:21]([CH2:24][CH2:25][O:26][P:27](=[O:34])([O:31][CH2:32][CH3:33])[O:28][CH2:29][CH3:30])[CH2:20][CH2:19]1)=[O:2]. The yield is 0.540. (2) The reactants are Br[C:2]1[C:3](=[O:31])[N:4]([CH2:23][CH2:24][C:25]2[CH:30]=[CH:29][CH:28]=[CH:27][CH:26]=2)[C:5]([C:9]2[CH:14]=[CH:13][CH:12]=[CH:11][C:10]=2[O:15][CH2:16][C:17]2[CH:22]=[CH:21][CH:20]=[CH:19][CH:18]=2)=[N:6][C:7]=1[CH3:8].O.C(=O)([O-])[O-].[Na+].[Na+].[CH3:39][C:40]1[S:44][C:43](B(O)O)=[CH:42][CH:41]=1. The catalyst is C1(C)C=CC=CC=1.C(O)C.CC(C)([P](C(C)(C)C)([Pd][P](C(C)(C)C)(C(C)(C)C)C(C)(C)C)C(C)(C)C)C. The product is [CH3:8][C:7]1[N:6]=[C:5]([C:9]2[CH:14]=[CH:13][CH:12]=[CH:11][C:10]=2[O:15][CH2:16][C:17]2[CH:18]=[CH:19][CH:20]=[CH:21][CH:22]=2)[N:4]([CH2:23][CH2:24][C:25]2[CH:30]=[CH:29][CH:28]=[CH:27][CH:26]=2)[C:3](=[O:31])[C:2]=1[C:43]1[S:44][C:40]([CH3:39])=[CH:41][CH:42]=1. The yield is 0.840.